From a dataset of Full USPTO retrosynthesis dataset with 1.9M reactions from patents (1976-2016). Predict the reactants needed to synthesize the given product. (1) Given the product [ClH:25].[NH2:24][CH:1]([C:3]1[CH:12]=[CH:11][C:10]2[C:5](=[CH:6][CH:7]=[CH:8][CH:9]=2)[CH:4]=1)[CH2:14][C:13]([OH:19])=[O:18], predict the reactants needed to synthesize it. The reactants are: [CH:1]([C:3]1[CH:12]=[CH:11][C:10]2[C:5](=[CH:6][CH:7]=[CH:8][CH:9]=2)[CH:4]=1)=O.[C:13]([OH:19])(=[O:18])[CH2:14]C(O)=O.C([O-])(=O)C.[NH4+:24].[ClH:25]. (2) Given the product [C:11]([O:15][C:16](=[O:23])[NH:17][CH2:18][CH2:19][CH2:20][CH2:21][NH:22][CH:8]([C:3]1[C:2]([CH3:1])=[CH:7][CH:6]=[CH:5][N:4]=1)[CH3:9])([CH3:14])([CH3:12])[CH3:13], predict the reactants needed to synthesize it. The reactants are: [CH3:1][C:2]1[C:3]([C:8](=O)[CH3:9])=[N:4][CH:5]=[CH:6][CH:7]=1.[C:11]([O:15][C:16](=[O:23])[NH:17][CH2:18][CH2:19][CH2:20][CH2:21][NH2:22])([CH3:14])([CH3:13])[CH3:12].[BH-](OC(C)=O)(OC(C)=O)OC(C)=O.[Na+].